From a dataset of Forward reaction prediction with 1.9M reactions from USPTO patents (1976-2016). Predict the product of the given reaction. (1) The product is: [CH2:21]([O:23][C:14]([CH:10]1[O:11][CH2:12][CH2:13][N:8]([CH2:1][C:2]2[CH:7]=[CH:6][CH:5]=[CH:4][CH:3]=2)[CH2:9]1)=[O:17])[CH3:22]. Given the reactants [CH2:1]([N:8]1[CH2:13][CH2:12][O:11][CH:10]([C:14]#N)[CH2:9]1)[C:2]1[CH:7]=[CH:6][CH:5]=[CH:4][CH:3]=1.S(=O)(=O)(O)[OH:17].[CH2:21]([OH:23])[CH3:22], predict the reaction product. (2) Given the reactants [CH3:1][N:2]([CH3:18])[C:3]1[N:8]=[C:7]([NH:9][C@@H:10]2[CH2:15][CH2:14][C@H:13]([NH2:16])[CH2:12][CH2:11]2)[CH:6]=[C:5]([CH3:17])[N:4]=1.N1C=CC=CC=1.[Cl:25][C:26]1[CH:27]=[C:28]([CH:32]=[CH:33][C:34]=1[Cl:35])[C:29](Cl)=[O:30].[C:36]([OH:42])([C:38]([F:41])([F:40])[F:39])=[O:37], predict the reaction product. The product is: [F:39][C:38]([F:41])([F:40])[C:36]([OH:42])=[O:37].[Cl:25][C:26]1[CH:27]=[C:28]([CH:32]=[CH:33][C:34]=1[Cl:35])[C:29]([NH:16][C@H:13]1[CH2:14][CH2:15][C@@H:10]([NH:9][C:7]2[CH:6]=[C:5]([CH3:17])[N:4]=[C:3]([N:2]([CH3:18])[CH3:1])[N:8]=2)[CH2:11][CH2:12]1)=[O:30]. (3) Given the reactants Cl[C:2]1[N:7]=[N:6][C:5]([C:8]([N:10]2[CH2:15][CH2:14][N:13]([C:16]3[C:21]([CH3:22])=[CH:20][C:19]([CH3:23])=[CH:18][N:17]=3)[CH2:12][CH2:11]2)=[O:9])=[CH:4][CH:3]=1.[CH3:24][N:25]1[CH2:29][CH2:28][NH:27][C:26]1=[O:30], predict the reaction product. The product is: [CH3:22][C:21]1[C:16]([N:13]2[CH2:14][CH2:15][N:10]([C:8]([C:5]3[N:6]=[N:7][C:2]([N:27]4[CH2:28][CH2:29][N:25]([CH3:24])[C:26]4=[O:30])=[CH:3][CH:4]=3)=[O:9])[CH2:11][CH2:12]2)=[N:17][CH:18]=[C:19]([CH3:23])[CH:20]=1. (4) The product is: [CH:1]1([C:7]2[C:8]3[CH:9]=[CH:10][C:11]([C:39]([NH:79][CH2:73][C:74]4[O:78][CH:77]=[CH:76][CH:75]=4)=[O:40])=[CH:12][C:13]=3[N:14]3[CH2:20][C:19]([C:21]([N:23]4[CH2:24][CH2:25][CH:26]([N:29]5[CH2:30][CH2:31][O:32][CH2:33][CH2:34]5)[CH2:27][CH2:28]4)=[O:22])=[CH:18][C:17]4[CH:35]=[CH:36][CH:37]=[CH:38][C:16]=4[C:15]=23)[CH2:6][CH2:5][CH2:4][CH2:3][CH2:2]1. Given the reactants [CH:1]1([C:7]2[C:8]3[CH:9]=[CH:10][C:11]([C:39](O)=[O:40])=[CH:12][C:13]=3[N:14]3[CH2:20][C:19]([C:21]([N:23]4[CH2:28][CH2:27][CH:26]([N:29]5[CH2:34][CH2:33][O:32][CH2:31][CH2:30]5)[CH2:25][CH2:24]4)=[O:22])=[CH:18][C:17]4[CH:35]=[CH:36][CH:37]=[CH:38][C:16]=4[C:15]=23)[CH2:6][CH2:5][CH2:4][CH2:3][CH2:2]1.C(N(CC)C(C)C)(C)C.Cl.CN(C)CCCN=C=NCC.ON1C2C=CC=CC=2N=N1.[CH2:73]([NH2:79])[C:74]1[O:78][CH:77]=[CH:76][CH:75]=1, predict the reaction product. (5) Given the reactants [CH2:1]([C:8]1[CH:13]=[CH:12][CH:11]=[C:10]([O:14]C)[N:9]=1)[C:2]1[CH:7]=[CH:6][CH:5]=[CH:4][CH:3]=1.Br, predict the reaction product. The product is: [CH2:1]([C:8]1[CH:13]=[CH:12][CH:11]=[C:10]([OH:14])[N:9]=1)[C:2]1[CH:3]=[CH:4][CH:5]=[CH:6][CH:7]=1. (6) Given the reactants F[P-](F)(F)(F)(F)F.N1(OC(N(C)C)=[N+](C)C)C2N=CC=CC=2N=N1.C(N(CC)C(C)C)(C)C.[Cl:34][C:35]1[S:39][C:38]([C:40]([OH:42])=O)=[CH:37][CH:36]=1.[NH2:43][C:44]1[CH:52]=[CH:51][CH:50]=[C:49]2[C:45]=1[CH2:46][N:47]([CH2:54][C:55]1[CH:60]=[CH:59][CH:58]=[C:57]([I:61])[CH:56]=1)[C:48]2=[O:53], predict the reaction product. The product is: [Cl:34][C:35]1[S:39][C:38]([C:40]([NH:43][C:44]2[CH:52]=[CH:51][CH:50]=[C:49]3[C:45]=2[CH2:46][N:47]([CH2:54][C:55]2[CH:60]=[CH:59][CH:58]=[C:57]([I:61])[CH:56]=2)[C:48]3=[O:53])=[O:42])=[CH:37][CH:36]=1. (7) Given the reactants [C:1]([O:5][C:6]([N:8]1[CH2:12][CH2:11][C@H:10]([O:13][Si:14]([C:17]([CH3:20])([CH3:19])[CH3:18])([CH3:16])[CH3:15])[C@H:9]1[CH:21]([OH:28])[C:22]#[C:23][Si:24]([CH3:27])([CH3:26])[CH3:25])=[O:7])([CH3:4])([CH3:3])[CH3:2].N1C=CC=CC=1.[CH:35]1[CH:40]=[CH:39][C:38]([O:41][C:42](Cl)=[S:43])=[CH:37][CH:36]=1, predict the reaction product. The product is: [C:1]([O:5][C:6]([N:8]1[CH2:12][CH2:11][C@H:10]([O:13][Si:14]([C:17]([CH3:18])([CH3:19])[CH3:20])([CH3:16])[CH3:15])[C@H:9]1[CH:21]([O:28][C:42]([O:41][C:38]1[CH:39]=[CH:40][CH:35]=[CH:36][CH:37]=1)=[S:43])[C:22]#[C:23][Si:24]([CH3:25])([CH3:26])[CH3:27])=[O:7])([CH3:4])([CH3:2])[CH3:3]. (8) Given the reactants [CH3:1][O:2][C:3]1[CH:4]=[C:5]([CH:8]=[CH:9][C:10]=1[O:11][CH3:12])C=O.OO.C(O)=[O:16].[OH-].[Na+], predict the reaction product. The product is: [CH3:1][O:2][C:3]1[CH:4]=[C:5]([OH:16])[CH:8]=[CH:9][C:10]=1[O:11][CH3:12].